This data is from Full USPTO retrosynthesis dataset with 1.9M reactions from patents (1976-2016). The task is: Predict the reactants needed to synthesize the given product. (1) Given the product [CH3:1][O:2][C:3]([C:5]1[O:6][C:7]([CH3:27])=[C:8]([CH2:10][O:11][C:12]2[CH:13]=[CH:14][C:15]([C:34]3[CH:35]=[CH:36][C:31]([O:30][CH:29]([F:38])[F:28])=[CH:32][CH:33]=3)=[CH:16][CH:17]=2)[CH:9]=1)=[O:4], predict the reactants needed to synthesize it. The reactants are: [CH3:1][O:2][C:3]([C:5]1[O:6][C:7]([CH3:27])=[C:8]([CH2:10][O:11][C:12]2[CH:17]=[CH:16][C:15](B3OC(C)(C)C(C)(C)O3)=[CH:14][CH:13]=2)[CH:9]=1)=[O:4].[F:28][CH:29]([F:38])[O:30][C:31]1[CH:36]=[CH:35][C:34](I)=[CH:33][CH:32]=1.C(=O)([O-])[O-].[Cs+].[Cs+].ClCCl. (2) The reactants are: [Cl:1][C:2]1[CH:3]=[CH:4][C:5]([S:8][C:9]2[N:13]([CH3:14])[CH:12]=[N:11][C:10]=2[C:15]2[CH:20]=[CH:19][C:18]([C@H:21]3[CH2:23][C@@H:22]3[CH2:24][OH:25])=[CH:17][CH:16]=2)=[N:6][CH:7]=1.[H-].[Na+].[F:28][CH2:29][CH2:30]I. Given the product [Cl:1][C:2]1[CH:3]=[CH:4][C:5]([S:8][C:9]2[N:13]([CH3:14])[CH:12]=[N:11][C:10]=2[C:15]2[CH:20]=[CH:19][C:18]([C@H:21]3[CH2:23][C@@H:22]3[CH2:24][O:25][CH2:30][CH2:29][F:28])=[CH:17][CH:16]=2)=[N:6][CH:7]=1, predict the reactants needed to synthesize it. (3) Given the product [CH3:9][S:10]([OH:13])(=[O:12])=[O:11].[NH2:1][C@H:2]([CH3:8])[CH2:3][C:4]([O:6][CH3:7])=[O:5], predict the reactants needed to synthesize it. The reactants are: [NH2:1]/[C:2](/[CH3:8])=[CH:3]\[C:4]([O:6][CH3:7])=[O:5].[CH3:9][S:10]([OH:13])(=[O:12])=[O:11].[H][H]. (4) Given the product [CH3:21][C:18]1[CH:17]=[C:16]([NH:15][C:13]2[CH:12]=[C:11]([N:22]3[CH2:23][CH2:24][CH2:25]3)[N:10]=[C:9]([S:8][C:5]3[CH:6]=[CH:7][C:2]([NH:1][C:32](=[O:33])[C:28]4[CH:29]=[CH:30][CH:31]=[C:26]([CH3:35])[CH:27]=4)=[CH:3][CH:4]=3)[N:14]=2)[NH:20][N:19]=1, predict the reactants needed to synthesize it. The reactants are: [NH2:1][C:2]1[CH:7]=[CH:6][C:5]([S:8][C:9]2[N:14]=[C:13]([NH:15][C:16]3[NH:20][N:19]=[C:18]([CH3:21])[CH:17]=3)[CH:12]=[C:11]([N:22]3[CH2:25][CH2:24][CH2:23]3)[N:10]=2)=[CH:4][CH:3]=1.[C:26]1([CH3:35])[CH:31]=[CH:30][CH:29]=[C:28]([C:32](Cl)=[O:33])[CH:27]=1. (5) Given the product [Si:3]([O:10][C@H:11]([C:12](=[O:20])/[CH:13]=[CH:31]/[CH2:32][CH2:33][CH2:34][CH3:35])[CH3:21])([C:6]([CH3:9])([CH3:8])[CH3:7])([CH3:5])[CH3:4], predict the reactants needed to synthesize it. The reactants are: [Cl-].[Li+].[Si:3]([O:10][C@@H:11]([CH3:21])[C:12](=[O:20])[CH2:13]P(=O)(OC)OC)([C:6]([CH3:9])([CH3:8])[CH3:7])([CH3:5])[CH3:4].C(N(C(C)C)C(C)C)C.[CH:31](=O)[CH2:32][CH2:33][CH2:34][CH3:35]. (6) Given the product [C:16]([C:21]1[CH:29]=[CH:28][C:24]([C:25]([NH:15][CH2:14][CH2:13][C:10]2[CH:11]=[CH:12][C:7]([CH2:6][N:1]3[CH2:5][CH2:4][CH2:3][CH2:2]3)=[CH:8][CH:9]=2)=[O:26])=[CH:23][CH:22]=1)#[C:17][CH2:18][CH2:19][CH3:20], predict the reactants needed to synthesize it. The reactants are: [N:1]1([CH2:6][C:7]2[CH:12]=[CH:11][C:10]([CH2:13][CH2:14][NH2:15])=[CH:9][CH:8]=2)[CH2:5][CH2:4][CH2:3][CH2:2]1.[C:16]([C:21]1[CH:29]=[CH:28][C:24]([C:25](O)=[O:26])=[CH:23][CH:22]=1)#[C:17][CH2:18][CH2:19][CH3:20]. (7) Given the product [CH:38]([N:4]1[C:5]2[CH:10]=[C:9]([N:11]3[CH:16]=[C:15]([C:17]([O:19][CH2:20][CH3:21])=[O:18])[C:14](=[O:22])[N:13]([CH2:23][C:24]4[CH:29]=[CH:28][CH:27]=[C:26]([C:30]([F:32])([F:33])[F:31])[C:25]=4[CH3:34])[C:12]3=[O:35])[CH:8]=[CH:7][C:6]=2[N:2]([CH3:1])[C:3]1=[O:36])([CH3:39])[CH3:37], predict the reactants needed to synthesize it. The reactants are: [CH3:1][N:2]1[C:6]2[CH:7]=[CH:8][C:9]([N:11]3[CH:16]=[C:15]([C:17]([O:19][CH2:20][CH3:21])=[O:18])[C:14](=[O:22])[N:13]([CH2:23][C:24]4[CH:29]=[CH:28][CH:27]=[C:26]([C:30]([F:33])([F:32])[F:31])[C:25]=4[CH3:34])[C:12]3=[O:35])=[CH:10][C:5]=2[NH:4][C:3]1=[O:36].[CH3:37][CH:38](O)[CH3:39].